From a dataset of Reaction yield outcomes from USPTO patents with 853,638 reactions. Predict the reaction yield, written as a fraction of the theoretical maximum amount of product (1.0 means a 100% yield; for example, 0.34 means a 34% yield). The product is [C:7]([C:6]1[C:2]([NH:36][CH2:35][CH2:34][CH2:33][N:30]2[CH2:31][CH2:32][O:27][CH2:28][CH2:29]2)=[N:3][S:4][C:5]=1[C:9]1[CH:14]=[CH:13][C:12]([NH:15][C:16]([NH:18][C:19]2[CH:24]=[C:23]([CH3:25])[CH:22]=[CH:21][C:20]=2[F:26])=[O:17])=[CH:11][CH:10]=1)#[N:8]. The yield is 0.160. The reactants are Cl[C:2]1[C:6]([C:7]#[N:8])=[C:5]([C:9]2[CH:14]=[CH:13][C:12]([NH:15][C:16]([NH:18][C:19]3[CH:24]=[C:23]([CH3:25])[CH:22]=[CH:21][C:20]=3[F:26])=[O:17])=[CH:11][CH:10]=2)[S:4][N:3]=1.[O:27]1[CH2:32][CH2:31][N:30]([CH2:33][CH2:34][CH2:35][NH2:36])[CH2:29][CH2:28]1.C([O-])([O-])=O.[Na+].[Na+].[Cl-].[Na+].O. The catalyst is CCOC(C)=O.